This data is from Peptide-MHC class I binding affinity with 185,985 pairs from IEDB/IMGT. The task is: Regression. Given a peptide amino acid sequence and an MHC pseudo amino acid sequence, predict their binding affinity value. This is MHC class I binding data. The peptide sequence is KQRKPGGPW. The MHC is HLA-A30:01 with pseudo-sequence HLA-A30:01. The binding affinity (normalized) is 0.554.